Predict the product of the given reaction. From a dataset of Forward reaction prediction with 1.9M reactions from USPTO patents (1976-2016). (1) Given the reactants [Cl:1][C:2]1[N:10]=[CH:9][CH:8]=[CH:7][C:3]=1[C:4]([OH:6])=[O:5].S(=O)(=O)(O)O.O.[C:17]([O-])(O)=O.[Na+], predict the reaction product. The product is: [Cl:1][C:2]1[N:10]=[CH:9][CH:8]=[CH:7][C:3]=1[C:4]([O:6][CH3:17])=[O:5]. (2) Given the reactants FC(F)(F)C(O)=O.[O:8]1[CH2:13][CH2:12][N:11]([CH2:14][CH2:15][N:16]([C:21]2[CH:22]=[C:23]3[C:27](=[CH:28][CH:29]=2)[N:26]([CH2:30][C:31]([OH:33])=[O:32])[C:25](=[O:34])[C:24]3=[O:35])[S:17]([CH3:20])(=[O:19])=[O:18])[CH2:10][CH2:9]1.[Cl:36][C:37]1[CH:38]=[N+:39]([O-:62])[CH:40]=[C:41]([Cl:61])[C:42]=1[CH2:43][C@@H:44]([C:46]1[CH:51]=[CH:50][C:49]([O:52][CH:53]([F:55])[F:54])=[C:48]([O:56][CH2:57][CH:58]2[CH2:60][CH2:59]2)[CH:47]=1)O.C(Cl)CCl, predict the reaction product. The product is: [Cl:36][C:37]1[CH:38]=[N+:39]([O-:62])[CH:40]=[C:41]([Cl:61])[C:42]=1[CH2:43][C@@H:44]([C:46]1[CH:51]=[CH:50][C:49]([O:52][CH:53]([F:55])[F:54])=[C:48]([O:56][CH2:57][CH:58]2[CH2:60][CH2:59]2)[CH:47]=1)[O:32][C:31](=[O:33])[CH2:30][N:26]1[C:27]2[C:23](=[CH:22][C:21]([N:16]([CH2:15][CH2:14][N:11]3[CH2:12][CH2:13][O:8][CH2:9][CH2:10]3)[S:17]([CH3:20])(=[O:19])=[O:18])=[CH:29][CH:28]=2)[C:24](=[O:35])[C:25]1=[O:34].